Dataset: Reaction yield outcomes from USPTO patents with 853,638 reactions. Task: Predict the reaction yield, written as a fraction of the theoretical maximum amount of product (1.0 means a 100% yield; for example, 0.34 means a 34% yield). (1) The reactants are [Cl:1][C:2]1[CH:7]=[C:6]([N+:8]([O-])=O)[CH:5]=[CH:4][C:3]=1[N:11]1[CH2:16][CH2:15][N:14]([C:17]([O:19][C:20]([CH3:23])([CH3:22])[CH3:21])=[O:18])[CH2:13][CH2:12]1. The catalyst is CCO. The product is [NH2:8][C:6]1[CH:5]=[CH:4][C:3]([N:11]2[CH2:16][CH2:15][N:14]([C:17]([O:19][C:20]([CH3:22])([CH3:21])[CH3:23])=[O:18])[CH2:13][CH2:12]2)=[C:2]([Cl:1])[CH:7]=1. The yield is 0.980. (2) The reactants are [F:1][C:2]([F:33])([F:32])[C:3]1[CH:4]=[C:5]([CH:29]=[CH:30][CH:31]=1)[CH2:6][NH:7][C:8](=[O:28])[C:9]1[CH:14]=[CH:13][N:12]=[C:11]([C:15]2[CH:20]=[C:19]([N:21]3[CH2:26][CH2:25][CH2:24][CH2:23][CH2:22]3)[CH:18]=[CH:17][C:16]=2[NH2:27])[CH:10]=1.[OH:34][C:35]1[CH:36]=[C:37]([CH:41]=[CH:42][CH:43]=1)[C:38](O)=[O:39].C(N(C(C)C)CC)(C)C.CN(C(ON1N=NC2C=CC=NC1=2)=[N+](C)C)C.F[P-](F)(F)(F)(F)F. The catalyst is CN(C=O)C. The product is [OH:34][C:35]1[CH:36]=[C:37]([CH:41]=[CH:42][CH:43]=1)[C:38]([NH:27][C:16]1[CH:17]=[CH:18][C:19]([N:21]2[CH2:26][CH2:25][CH2:24][CH2:23][CH2:22]2)=[CH:20][C:15]=1[C:11]1[CH:10]=[C:9]([CH:14]=[CH:13][N:12]=1)[C:8]([NH:7][CH2:6][C:5]1[CH:29]=[CH:30][CH:31]=[C:3]([C:2]([F:1])([F:32])[F:33])[CH:4]=1)=[O:28])=[O:39]. The yield is 0.300. (3) The reactants are [CH3:1][O:2][CH2:3][CH2:4][O:5][C:6]1[CH:7]=[C:8]2[C:12](=[C:13]([NH:15][S:16]([C:19]3[CH:24]=[CH:23][CH:22]=[CH:21][N:20]=3)(=[O:18])=[O:17])[CH:14]=1)[NH:11][C:10]([C:25](O)=[O:26])=[CH:9]2.[CH2:28]([S:35][CH:36]([CH:39]([O:42][CH3:43])[O:40][CH3:41])[CH2:37][NH2:38])[C:29]1[CH:34]=[CH:33][CH:32]=[CH:31][CH:30]=1.N1(O)C2C=CC=CC=2N=N1.Cl.CN(C)CCCN=C=NCC. The catalyst is O.CN(C)C=O. The product is [CH2:28]([S:35][CH:36]([CH:39]([O:40][CH3:41])[O:42][CH3:43])[CH2:37][NH:38][C:25]([C:10]1[NH:11][C:12]2[C:8]([CH:9]=1)=[CH:7][C:6]([O:5][CH2:4][CH2:3][O:2][CH3:1])=[CH:14][C:13]=2[NH:15][S:16]([C:19]1[CH:24]=[CH:23][CH:22]=[CH:21][N:20]=1)(=[O:18])=[O:17])=[O:26])[C:29]1[CH:34]=[CH:33][CH:32]=[CH:31][CH:30]=1. The yield is 0.910. (4) The catalyst is ClCCl. The yield is 0.810. The reactants are [CH3:1][O:2][C:3](=[O:17])[CH2:4][CH2:5][C:6]([C:8]1[C:13](C)=[CH:12][C:11]([OH:15])=[CH:10][C:9]=1[OH:16])=[O:7].[O:18]1[CH:23]=[CH:22][CH2:21][CH2:20][CH2:19]1. The product is [CH3:1][O:2][C:3](=[O:17])[CH2:4][CH2:5][C:6]([C:8]1[CH:13]=[CH:12][C:11]([O:15][CH:19]2[CH2:20][CH2:21][CH2:22][CH2:23][O:18]2)=[CH:10][C:9]=1[OH:16])=[O:7]. (5) The reactants are [Br:1][C:2]1[CH:3]=[CH:4][C:5]([CH3:15])=[C:6]([N:8]2[CH2:13][CH2:12][NH:11][CH2:10][C:9]2=[O:14])[CH:7]=1.C(N(CC)CC)C.[Cl:23][C:24]1[C:32]([C:33]([F:36])([F:35])[F:34])=[CH:31][CH:30]=[CH:29][C:25]=1[C:26](Cl)=[O:27].C([O-])(O)=O.[Na+]. The catalyst is ClCCl. The product is [Br:1][C:2]1[CH:3]=[CH:4][C:5]([CH3:15])=[C:6]([N:8]2[CH2:13][CH2:12][N:11]([C:26]([C:25]3[CH:29]=[CH:30][CH:31]=[C:32]([C:33]([F:34])([F:35])[F:36])[C:24]=3[Cl:23])=[O:27])[CH2:10][C:9]2=[O:14])[CH:7]=1. The yield is 0.620. (6) The reactants are O[CH2:2][C:3]1[CH:16]=[C:15]2[C:6]([S:7][C:8]3[C:9]([C:17]4[O:18][C:19]([N:24]5[CH2:29][CH2:28][O:27][CH2:26][CH2:25]5)=[CH:20][C:21](=[O:23])[CH:22]=4)=[CH:10][CH:11]=[CH:12][C:13]=3[CH2:14]2)=[CH:5][CH:4]=1.[BrH:30]. The catalyst is C(Cl)(Cl)Cl. The product is [Br:30][CH2:2][C:3]1[CH:16]=[C:15]2[C:6]([S:7][C:8]3[C:9]([C:17]4[O:18][C:19]([N:24]5[CH2:29][CH2:28][O:27][CH2:26][CH2:25]5)=[CH:20][C:21](=[O:23])[CH:22]=4)=[CH:10][CH:11]=[CH:12][C:13]=3[CH2:14]2)=[CH:5][CH:4]=1. The yield is 1.00.